Dataset: Forward reaction prediction with 1.9M reactions from USPTO patents (1976-2016). Task: Predict the product of the given reaction. (1) The product is: [CH2:1]([O:8][C:9]([NH:11][CH2:12][CH2:13][NH:14][C@H:15]([C:20]([OH:22])=[O:21])[C:16]([CH3:19])([CH3:17])[CH3:18])=[O:10])[C:2]1[CH:3]=[CH:4][CH:5]=[CH:6][CH:7]=1. Given the reactants [CH2:1]([O:8][C:9]([NH:11][CH2:12][CH2:13][NH:14][C@H:15]([C:20]([O:22]C(C)(C)C)=[O:21])[C:16]([CH3:19])([CH3:18])[CH3:17])=[O:10])[C:2]1[CH:7]=[CH:6][CH:5]=[CH:4][CH:3]=1, predict the reaction product. (2) Given the reactants [OH-].[Na+].[C:3]([O:7][C:8]([NH:10][C@@H:11]1[CH2:16][CH2:15][CH2:14][N:13]([C:17]2[C:31]([CH2:32][C:33]3[CH:38]=[CH:37][CH:36]=[CH:35][C:34]=3[Cl:39])=[C:20]3[C:21](=[O:30])[N:22]([CH3:29])[C:23]([C:25]([O:27]C)=[O:26])=[CH:24][N:19]3[N:18]=2)[CH2:12]1)=[O:9])([CH3:6])([CH3:5])[CH3:4].S([O-])(O)(=O)=O.[Na+], predict the reaction product. The product is: [C:3]([O:7][C:8]([NH:10][C@@H:11]1[CH2:16][CH2:15][CH2:14][N:13]([C:17]2[C:31]([CH2:32][C:33]3[CH:38]=[CH:37][CH:36]=[CH:35][C:34]=3[Cl:39])=[C:20]3[C:21](=[O:30])[N:22]([CH3:29])[C:23]([C:25]([OH:27])=[O:26])=[CH:24][N:19]3[N:18]=2)[CH2:12]1)=[O:9])([CH3:6])([CH3:4])[CH3:5].